Dataset: Reaction yield outcomes from USPTO patents with 853,638 reactions. Task: Predict the reaction yield, written as a fraction of the theoretical maximum amount of product (1.0 means a 100% yield; for example, 0.34 means a 34% yield). (1) The reactants are [Cl:1][C:2]1[CH:37]=[CH:36][C:5]2[C:6]3[N:23]=[C:22]([NH:24][C:25]4[CH:33]=[CH:32][C:28]([C:29]([OH:31])=[O:30])=[C:27]([O:34][CH3:35])[CH:26]=4)[N:21]=[CH:20][C:7]=3[CH2:8][N:9]=[C:10]([C:11]3[C:16]([O:17][CH3:18])=[CH:15][CH:14]=[CH:13][C:12]=3[F:19])[C:4]=2[CH:3]=1.[OH-].[Na+:39]. The catalyst is C(O)C.O. The product is [Cl:1][C:2]1[CH:37]=[CH:36][C:5]2[C:6]3[N:23]=[C:22]([NH:24][C:25]4[CH:33]=[CH:32][C:28]([C:29]([O-:31])=[O:30])=[C:27]([O:34][CH3:35])[CH:26]=4)[N:21]=[CH:20][C:7]=3[CH2:8][N:9]=[C:10]([C:11]3[C:16]([O:17][CH3:18])=[CH:15][CH:14]=[CH:13][C:12]=3[F:19])[C:4]=2[CH:3]=1.[Na+:39]. The yield is 0.868. (2) The reactants are [N+:1]([C:4]1[CH:9]=[CH:8][CH:7]=[CH:6][C:5]=1[C:10]1[S:11][C:12]2[C:17]([N:18]=1)=[CH:16][C:15]([CH2:19][N:20]1[CH2:25][CH2:24][N:23]([C:26]([O:28][C:29]([CH3:32])([CH3:31])[CH3:30])=[O:27])[CH2:22][CH2:21]1)=[CH:14][N:13]=2)([O-])=O.[NH4+].[Cl-].O. The catalyst is [Fe].CO. The product is [NH2:1][C:4]1[CH:9]=[CH:8][CH:7]=[CH:6][C:5]=1[C:10]1[S:11][C:12]2[C:17]([N:18]=1)=[CH:16][C:15]([CH2:19][N:20]1[CH2:25][CH2:24][N:23]([C:26]([O:28][C:29]([CH3:32])([CH3:31])[CH3:30])=[O:27])[CH2:22][CH2:21]1)=[CH:14][N:13]=2. The yield is 0.810. (3) The reactants are [Cl:1][C:2]1[CH:7]=[CH:6][C:5]([C:8]2[C:13]([NH:14][NH2:15])=[N:12][N:11]([CH2:16][C:17]3[C:18]([CH3:27])=[N:19][C:20]([C:23]([F:26])([F:25])[F:24])=[CH:21][CH:22]=3)[C:10](=[O:28])[C:9]=2[C:29]2[CH:36]=[CH:35][C:32]([C:33]#[N:34])=[CH:31][CH:30]=2)=[CH:4][CH:3]=1.CCN(CC)CC.[Cl:44][CH2:45][C:46](Cl)=[O:47]. The product is [Cl:44][CH2:45][C:46]([NH:15][NH:14][C:13]1[C:8]([C:5]2[CH:6]=[CH:7][C:2]([Cl:1])=[CH:3][CH:4]=2)=[C:9]([C:29]2[CH:30]=[CH:31][C:32]([C:33]#[N:34])=[CH:35][CH:36]=2)[C:10](=[O:28])[N:11]([CH2:16][C:17]2[C:18]([CH3:27])=[N:19][C:20]([C:23]([F:25])([F:26])[F:24])=[CH:21][CH:22]=2)[N:12]=1)=[O:47]. The catalyst is C1COCC1.CCOC(C)=O. The yield is 0.720. (4) The reactants are [Cl:1][C:2]1[CH:7]=[C:6](Cl)[N:5]=[C:4]([NH2:9])[N:3]=1.[CH3:10][O:11][C:12]1[CH:17]=[CH:16][CH:15]=[CH:14][C:13]=1B(O)O.C(COC)OC.C([O-])(O)=O.[Na+]. The catalyst is Cl[Pd](Cl)([P](C1C=CC=CC=1)(C1C=CC=CC=1)C1C=CC=CC=1)[P](C1C=CC=CC=1)(C1C=CC=CC=1)C1C=CC=CC=1.O. The product is [Cl:1][C:2]1[CH:7]=[C:6]([C:13]2[CH:14]=[CH:15][CH:16]=[CH:17][C:12]=2[O:11][CH3:10])[N:5]=[C:4]([NH2:9])[N:3]=1. The yield is 0.630.